This data is from Reaction yield outcomes from USPTO patents with 853,638 reactions. The task is: Predict the reaction yield, written as a fraction of the theoretical maximum amount of product (1.0 means a 100% yield; for example, 0.34 means a 34% yield). (1) The reactants are [CH2:1]([O:3][CH2:4][CH2:5][O:6][C:7]1[CH:12]=[C:11]([CH3:13])[C:10]([C:14]2[CH:19]=[CH:18][CH:17]=[C:16]([CH2:20][NH:21][C:22]3[CH:34]=[CH:33][C:25]([O:26][CH2:27][C:28]([O:30]CC)=[O:29])=[CH:24][CH:23]=3)[CH:15]=2)=[C:9]([CH3:35])[CH:8]=1)[CH3:2].[OH-].[K+].O.C(O)(=O)CC(CC(O)=O)(C(O)=O)O. The catalyst is CO.O1CCCC1. The product is [CH2:1]([O:3][CH2:4][CH2:5][O:6][C:7]1[CH:8]=[C:9]([CH3:35])[C:10]([C:14]2[CH:19]=[CH:18][CH:17]=[C:16]([CH2:20][NH:21][C:22]3[CH:23]=[CH:24][C:25]([O:26][CH2:27][C:28]([OH:30])=[O:29])=[CH:33][CH:34]=3)[CH:15]=2)=[C:11]([CH3:13])[CH:12]=1)[CH3:2]. The yield is 0.910. (2) The reactants are Cl[C:2]([O:4][CH2:5][C:6]1[CH:11]=[CH:10][CH:9]=[CH:8][CH:7]=1)=[O:3].[OH:12][C@H:13]1[CH2:17][NH:16][C@H:15]([C:18]([OH:20])=[O:19])[CH2:14]1.C([O-])(O)=O.[Na+].O. The catalyst is CC(C)=O. The product is [OH:12][C@H:13]1[CH2:17][N:16]([C:2]([O:4][CH2:5][C:6]2[CH:11]=[CH:10][CH:9]=[CH:8][CH:7]=2)=[O:3])[C@H:15]([C:18]([OH:20])=[O:19])[CH2:14]1. The yield is 1.00. (3) The reactants are Cl.[NH2:2][CH:3]([C:8]1[CH:13]=[CH:12][CH:11]=[CH:10][CH:9]=1)[C:4]([O:6][CH3:7])=[O:5].F[C:15]1[CH:24]=[CH:23][C:18]([C:19]([O:21][CH3:22])=[O:20])=[CH:17][C:16]=1[N+:25]([O-:27])=[O:26].CCN(C(C)C)C(C)C. The catalyst is CN(C=O)C. The product is [CH3:7][O:6][C:4](=[O:5])[CH:3]([NH:2][C:15]1[CH:24]=[CH:23][C:18]([C:19]([O:21][CH3:22])=[O:20])=[CH:17][C:16]=1[N+:25]([O-:27])=[O:26])[C:8]1[CH:13]=[CH:12][CH:11]=[CH:10][CH:9]=1. The yield is 0.900.